From a dataset of Forward reaction prediction with 1.9M reactions from USPTO patents (1976-2016). Predict the product of the given reaction. (1) Given the reactants [F:1][C:2]([F:23])([F:22])[O:3][C:4]1[CH:5]=[C:6]([C:10]2[N:11]=[C:12]3[C:17]([C:18](O)=[O:19])=[CH:16][CH:15]=[CH:14][N:13]3[CH:21]=2)[CH:7]=[CH:8][CH:9]=1.[NH2:24][C:25]1[S:26][CH:27]=[CH:28][N:29]=1, predict the reaction product. The product is: [S:26]1[CH:27]=[CH:28][N:29]=[C:25]1[NH:24][C:18]([C:17]1[C:12]2[N:13]([CH:21]=[C:10]([C:6]3[CH:7]=[CH:8][CH:9]=[C:4]([O:3][C:2]([F:23])([F:1])[F:22])[CH:5]=3)[N:11]=2)[CH:14]=[CH:15][CH:16]=1)=[O:19]. (2) Given the reactants [F:1][C:2]1[C:3]([OH:16])=[C:4]([C:11]([O:13]CC)=O)[C:5](=[O:10])[N:6]([CH3:9])[C:7]=1[CH3:8].[NH2:17][C:18]1[N:19]=[N:20][C:21]([Cl:24])=[CH:22][CH:23]=1.BrC1C=CC=CC=1.C(Cl)(Cl)Cl, predict the reaction product. The product is: [Cl:24][C:21]1[N:20]=[N:19][C:18]([NH:17][C:11]([C:4]2[C:5](=[O:10])[N:6]([CH3:9])[C:7]([CH3:8])=[C:2]([F:1])[C:3]=2[OH:16])=[O:13])=[CH:23][CH:22]=1. (3) Given the reactants B(Br)(Br)Br.[F:5][C:6]1[C:15]([NH:16][S:17]([C:20]2[CH:25]=[CH:24][C:23]([O:26]C)=[CH:22][C:21]=2[CH3:28])(=[O:19])=[O:18])=[CH:14][C:9]2[B:10]([OH:13])[O:11][CH2:12][C:8]=2[CH:7]=1, predict the reaction product. The product is: [F:5][C:6]1[C:15]([NH:16][S:17]([C:20]2[CH:25]=[CH:24][C:23]([OH:26])=[CH:22][C:21]=2[CH3:28])(=[O:18])=[O:19])=[CH:14][C:9]2[B:10]([OH:13])[O:11][CH2:12][C:8]=2[CH:7]=1. (4) Given the reactants C(OC([N:8]1[CH2:13][CH2:12][CH:11]([C:14]2[CH:15]=[C:16]3[C:25](=[CH:26][C:27]=2[CH:28]2[CH2:30][CH2:29]2)[O:24][CH2:23][C:22]2[N:17]3[CH:18]([CH3:32])[C:19](=[O:31])[NH:20][N:21]=2)[CH2:10][CH2:9]1)=O)(C)(C)C.[F:33][C:34]([F:39])([F:38])[C:35]([OH:37])=[O:36], predict the reaction product. The product is: [F:33][C:34]([F:39])([F:38])[C:35]([OH:37])=[O:36].[CH:28]1([C:27]2[CH:26]=[C:25]3[C:16]([N:17]4[C:22]([CH2:23][O:24]3)=[N:21][NH:20][C:19](=[O:31])[CH:18]4[CH3:32])=[CH:15][C:14]=2[CH:11]2[CH2:12][CH2:13][NH:8][CH2:9][CH2:10]2)[CH2:29][CH2:30]1. (5) The product is: [Cl:14][C:15]1[CH:23]=[C:22]2[C:18]([CH:19]=[N:20][N:21]2[C:24]2[CH:25]=[CH:26][C:27]([F:30])=[CH:28][CH:29]=2)=[CH:17][C:16]=1[O:31][CH:8]([C:5]1[CH:4]=[CH:3][C:2]([F:1])=[CH:7][CH:6]=1)[C:9]([CH3:10])=[O:11]. Given the reactants [F:1][C:2]1[CH:7]=[CH:6][C:5]([CH2:8][C:9](=[O:11])[CH3:10])=[CH:4][CH:3]=1.BrBr.[Cl:14][C:15]1[CH:23]=[C:22]2[C:18]([CH:19]=[N:20][N:21]2[C:24]2[CH:29]=[CH:28][C:27]([F:30])=[CH:26][CH:25]=2)=[CH:17][C:16]=1[OH:31].C(=O)([O-])[O-].[K+].[K+], predict the reaction product. (6) Given the reactants [F:1][C:2]([F:26])([F:25])[C:3]1[N:8]2[N:9]=[CH:10][C:11]([C:12](O)=[O:13])=[C:7]2[N:6]=[C:5]([C:15]2[CH:20]=[CH:19][C:18]([C:21]([F:24])([F:23])[F:22])=[CH:17][CH:16]=2)[CH:4]=1.[NH2:27][C:28]1[CH:29]=[C:30]([S:35]([NH2:38])(=[O:37])=[O:36])[CH:31]=[CH:32][C:33]=1[Cl:34], predict the reaction product. The product is: [Cl:34][C:33]1[CH:32]=[CH:31][C:30]([S:35](=[O:36])(=[O:37])[NH2:38])=[CH:29][C:28]=1[NH:27][C:12]([C:11]1[CH:10]=[N:9][N:8]2[C:3]([C:2]([F:26])([F:1])[F:25])=[CH:4][C:5]([C:15]3[CH:20]=[CH:19][C:18]([C:21]([F:23])([F:22])[F:24])=[CH:17][CH:16]=3)=[N:6][C:7]=12)=[O:13]. (7) Given the reactants FC1C=C(F)C=CC=1C1C=C(CN2C(=O)C3=CC=CC=C3C2=O)C(=O)N(CC(C)C)N=1.[C:32]([C:35]1[C:36](=[O:60])[N:37]([CH2:50][CH2:51][CH2:52][C:53]2[CH:58]=[CH:57][C:56]([F:59])=[CH:55][CH:54]=2)[N:38]=[C:39]([C:41]2[CH:46]=[CH:45][C:44]([O:47][CH3:48])=[C:43]([F:49])[CH:42]=2)[CH:40]=1)(O)=[O:33], predict the reaction product. The product is: [F:49][C:43]1[CH:42]=[C:41]([C:39]2[CH:40]=[C:35]([CH2:32][OH:33])[C:36](=[O:60])[N:37]([CH2:50][CH2:51][CH2:52][C:53]3[CH:54]=[CH:55][C:56]([F:59])=[CH:57][CH:58]=3)[N:38]=2)[CH:46]=[CH:45][C:44]=1[O:47][CH3:48]. (8) The product is: [OH:2][C:3]1[CH:4]=[C:5](/[CH:21]=[CH:22]/[C:23]([NH:25][CH3:26])=[O:24])[CH:6]=[C:7]([C:9]2[CH:18]=[CH:17][C:16]3[C:11](=[CH:12][CH:13]=[C:14]([OH:19])[CH:15]=3)[CH:10]=2)[CH:8]=1. Given the reactants C[O:2][C:3]1[CH:4]=[C:5](/[CH:21]=[CH:22]/[C:23]([NH:25][CH3:26])=[O:24])[CH:6]=[C:7]([C:9]2[CH:18]=[CH:17][C:16]3[C:11](=[CH:12][CH:13]=[C:14]([O:19]C)[CH:15]=3)[CH:10]=2)[CH:8]=1.B(Br)(Br)Br, predict the reaction product. (9) The product is: [Br:1][C:2]1[CH:9]=[C:8]([NH:10][N:11]=[C:20]([C:16]2[C:17](=[O:18])[O:19][C:13]([CH3:12])=[CH:14][C:15]=2[OH:23])[CH3:22])[CH:7]=[CH:6][C:3]=1[C:4]#[N:5]. Given the reactants [Br:1][C:2]1[CH:9]=[C:8]([NH:10][NH2:11])[CH:7]=[CH:6][C:3]=1[C:4]#[N:5].[CH3:12][C:13]1[O:19][C:17](=[O:18])[C:16]([C:20]([CH3:22])=O)=[C:15]([O-:23])[CH:14]=1.[Na+].Cl.O1CCOCC1, predict the reaction product. (10) Given the reactants [CH3:1][C@H:2]1[CH2:6][CH2:5][CH2:4][N:3]1[C:7]1[C:8](=O)[NH:9][C:10]2[C:15]([N:16]=1)=[CH:14][C:13]([C:17]([O:19][CH3:20])=[O:18])=[CH:12][CH:11]=2.P(Cl)(Cl)([Cl:24])=O, predict the reaction product. The product is: [Cl:24][C:8]1[C:7]([N:3]2[CH2:4][CH2:5][CH2:6][C@@H:2]2[CH3:1])=[N:16][C:15]2[C:10](=[CH:11][CH:12]=[C:13]([C:17]([O:19][CH3:20])=[O:18])[CH:14]=2)[N:9]=1.